This data is from Reaction yield outcomes from USPTO patents with 853,638 reactions. The task is: Predict the reaction yield, written as a fraction of the theoretical maximum amount of product (1.0 means a 100% yield; for example, 0.34 means a 34% yield). (1) The product is [Si:17]([O:16][C:11]1[CH:12]=[CH:13][CH:14]=[CH:15][C:10]=1[C:8]1[N:9]=[C:2]([NH:1][C:38]([C:34]2[CH:35]=[CH:36][S:37][CH:33]=2)=[O:39])[C:3]([C:4]#[N:5])=[C:6]([C:24]2[CH:29]=[CH:28][CH:27]=[C:26]([N+:30]([O-:32])=[O:31])[CH:25]=2)[CH:7]=1)([C:20]([CH3:23])([CH3:22])[CH3:21])([CH3:18])[CH3:19]. The yield is 0.630. No catalyst specified. The reactants are [NH2:1][C:2]1[N:9]=[C:8]([C:10]2[CH:15]=[CH:14][CH:13]=[CH:12][C:11]=2[O:16][Si:17]([C:20]([CH3:23])([CH3:22])[CH3:21])([CH3:19])[CH3:18])[CH:7]=[C:6]([C:24]2[CH:29]=[CH:28][CH:27]=[C:26]([N+:30]([O-:32])=[O:31])[CH:25]=2)[C:3]=1[C:4]#[N:5].[CH:33]1[S:37][CH:36]=[CH:35][C:34]=1[C:38](Cl)=[O:39]. (2) The reactants are CC1(C)C(C)(C)OB([C:9]2[CH:10]=[C:11]3[C:16](=[C:17]([O:19][CH2:20][O:21][CH2:22][CH2:23][Si:24]([CH3:27])([CH3:26])[CH3:25])[CH:18]=2)[N:15]=[CH:14][N:13]([CH2:28][O:29][CH2:30][CH2:31][Si:32]([CH3:35])([CH3:34])[CH3:33])[C:12]3=[O:36])O1.[CH3:38][SH:39].C(=O)([O-])[O-].[K+].[K+]. The catalyst is O1CCOCC1.O.C1(P([C-]2C=CC=C2)C2C=CC=CC=2)C=CC=CC=1.[C-]1(P(C2C=CC=CC=2)C2C=CC=CC=2)C=CC=C1.[Fe+2].[Pd](Cl)Cl. The product is [CH3:38][S:39][CH2:12][C:11]1[CH:16]=[CH:17][CH:18]=[CH:9][C:10]=1[C:9]1[CH:10]=[C:11]2[C:16](=[C:17]([O:19][CH2:20][O:21][CH2:22][CH2:23][Si:24]([CH3:26])([CH3:25])[CH3:27])[CH:18]=1)[N:15]=[CH:14][N:13]([CH2:28][O:29][CH2:30][CH2:31][Si:32]([CH3:33])([CH3:35])[CH3:34])[C:12]2=[O:36]. The yield is 0.540.